From a dataset of Reaction yield outcomes from USPTO patents with 853,638 reactions. Predict the reaction yield, written as a fraction of the theoretical maximum amount of product (1.0 means a 100% yield; for example, 0.34 means a 34% yield). The reactants are [F:1][C:2]1[CH:3]=[C:4]2[C:8](=[C:9]([C:11]([OH:13])=O)[CH:10]=1)[NH:7][CH:6]=[CH:5]2.[C:14]([C:18]1[CH:33]=[CH:32][C:21]([CH2:22][NH:23][CH2:24][CH2:25][C:26]2[CH:31]=[CH:30][CH:29]=[CH:28][CH:27]=2)=[CH:20][CH:19]=1)([CH3:17])([CH3:16])[CH3:15].CCN=C=NCCCN(C)C.Cl. The catalyst is C(Cl)Cl. The product is [C:14]([C:18]1[CH:33]=[CH:32][C:21]([CH2:22][N:23]([CH2:24][CH2:25][C:26]2[CH:31]=[CH:30][CH:29]=[CH:28][CH:27]=2)[C:11]([C:9]2[CH:10]=[C:2]([F:1])[CH:3]=[C:4]3[C:8]=2[NH:7][CH:6]=[CH:5]3)=[O:13])=[CH:20][CH:19]=1)([CH3:17])([CH3:15])[CH3:16]. The yield is 0.660.